This data is from Full USPTO retrosynthesis dataset with 1.9M reactions from patents (1976-2016). The task is: Predict the reactants needed to synthesize the given product. (1) Given the product [Cl:46][C:47]1[CH:55]=[CH:54][CH:53]=[C:52]([CH3:56])[C:48]=1[C:49]([NH:1][CH2:2][CH2:3][CH:4]([N:6]1[CH2:11][CH2:10][CH:9]([N:12]([CH2:37][C:38]2[CH:43]=[C:42]([Cl:44])[CH:41]=[CH:40][C:39]=2[F:45])[C:13]2[CH:18]=[CH:17][C:16]([S:19](=[O:20])(=[O:21])[N:22]([CH2:23][C:24]3[CH:29]=[CH:28][CH:27]=[CH:26][CH:25]=3)[CH2:30][C:31]3[CH:32]=[CH:33][CH:34]=[CH:35][CH:36]=3)=[CH:15][CH:14]=2)[CH2:8][CH2:7]1)[CH3:5])=[O:50], predict the reactants needed to synthesize it. The reactants are: [NH2:1][CH2:2][CH2:3][CH:4]([N:6]1[CH2:11][CH2:10][CH:9]([N:12]([CH2:37][C:38]2[CH:43]=[C:42]([Cl:44])[CH:41]=[CH:40][C:39]=2[F:45])[C:13]2[CH:18]=[CH:17][C:16]([S:19]([N:22]([CH2:30][C:31]3[CH:36]=[CH:35][CH:34]=[CH:33][CH:32]=3)[CH2:23][C:24]3[CH:29]=[CH:28][CH:27]=[CH:26][CH:25]=3)(=[O:21])=[O:20])=[CH:15][CH:14]=2)[CH2:8][CH2:7]1)[CH3:5].[Cl:46][C:47]1[CH:55]=[CH:54][CH:53]=[C:52]([CH3:56])[C:48]=1[C:49](O)=[O:50]. (2) Given the product [NH2:7][C:8]([CH2:16][N:17]1[C:25]2[C:20](=[CH:21][C:22]([CH2:26][CH2:27][C:28]3[CH:33]=[CH:32][C:31]([C:34]4[CH:39]=[CH:38][CH:37]=[CH:36][C:35]=4[C:40]([F:43])([F:41])[F:42])=[CH:30][CH:29]=3)=[CH:23][CH:24]=2)[CH2:19][CH2:18]1)([CH2:9][OH:10])[CH2:13][OH:12], predict the reactants needed to synthesize it. The reactants are: C(OC(=O)[NH:7][C:8]1([CH2:16][N:17]2[C:25]3[C:20](=[CH:21][C:22]([CH2:26][CH2:27][C:28]4[CH:33]=[CH:32][C:31]([C:34]5[CH:39]=[CH:38][CH:37]=[CH:36][C:35]=5[C:40]([F:43])([F:42])[F:41])=[CH:30][CH:29]=4)=[CH:23][CH:24]=3)[CH2:19][CH2:18]2)[CH2:13][O:12]C(C)(C)[O:10][CH2:9]1)(C)(C)C.C(OC1C=C(C2ON=C(C3C=CC=C4C=3CCN4CC3(NC(=O)OC(C)(C)C)COC(C)(C)OC3)N=2)C=CC=1OCC)C. (3) Given the product [OH:23][C:18]1[C:17]([O:24][CH3:25])=[CH:16][C:15]([I:14])=[CH:22][C:19]=1[CH2:20][N:4]1[CH2:5][CH2:6][N:1]([C:7]2[N:12]=[CH:11][NH:10][C:9](=[O:13])[CH:8]=2)[CH2:2][CH2:3]1, predict the reactants needed to synthesize it. The reactants are: [N:1]1([C:7]2[N:12]=[CH:11][NH:10][C:9](=[O:13])[CH:8]=2)[CH2:6][CH2:5][NH:4][CH2:3][CH2:2]1.[I:14][C:15]1[CH:16]=[C:17]([O:24][CH3:25])[C:18]([OH:23])=[C:19]([CH:22]=1)[CH:20]=O. (4) Given the product [CH3:1][C:2]1[C:6]([CH3:7])=[C:5]([NH:8][C:9]([N:26]2[CH2:27][CH2:28][N:23]([C:21]3[S:22][C:18]([CH3:17])=[C:19]([C:29]4[CH:34]=[CH:33][CH:32]=[CH:31][CH:30]=4)[N:20]=3)[CH2:24][CH2:25]2)=[O:16])[O:4][N:3]=1, predict the reactants needed to synthesize it. The reactants are: [CH3:1][C:2]1[C:6]([CH3:7])=[C:5]([NH:8][C:9](=[O:16])OCC(Cl)(Cl)Cl)[O:4][N:3]=1.[CH3:17][C:18]1[S:22][C:21]([N:23]2[CH2:28][CH2:27][NH:26][CH2:25][CH2:24]2)=[N:20][C:19]=1[C:29]1[CH:34]=[CH:33][CH:32]=[CH:31][CH:30]=1.C(N(C(C)C)CC)(C)C.O. (5) Given the product [CH:1]([C:4]1[CH:12]=[CH:11][CH:10]=[C:6]([C:7]2[O:9][N:17]=[C:16]([C:18]3[C:23]([CH3:24])=[CH:22][CH:21]=[CH:20][N:19]=3)[N:15]=2)[C:5]=1[OH:13])([CH3:2])[CH3:3], predict the reactants needed to synthesize it. The reactants are: [CH:1]([C:4]1[C:5]([OH:13])=[C:6]([CH:10]=[CH:11][CH:12]=1)[C:7]([OH:9])=O)([CH3:3])[CH3:2].O[NH:15][C:16]([C:18]1[C:23]([CH3:24])=[CH:22][CH:21]=[CH:20][N:19]=1)=[NH:17].